Predict the reaction yield, written as a fraction of the theoretical maximum amount of product (1.0 means a 100% yield; for example, 0.34 means a 34% yield). From a dataset of Reaction yield outcomes from USPTO patents with 853,638 reactions. (1) The reactants are C([Li])CCC.N12CCN(CC1)CC2.[Cl:14][C:15]1[CH:16]=[N:17][CH:18]=[C:19]([Cl:21])[CH:20]=1.CN(C)[CH:24]=[O:25]. The catalyst is C(OCC)C.O. The product is [Cl:14][C:15]1[C:16]([CH:24]=[O:25])=[N:17][CH:18]=[C:19]([Cl:21])[CH:20]=1. The yield is 0.490. (2) The product is [CH2:1]([O:8][C:9](=[O:10])[NH:11][C@@H:12]([C:16]1[CH:21]=[CH:20][CH:19]=[CH:18][CH:17]=1)[C:13]([NH2:23])=[O:14])[C:2]1[CH:7]=[CH:6][CH:5]=[CH:4][CH:3]=1. The catalyst is O1CCCC1. The reactants are [CH2:1]([O:8][C:9]([NH:11][C@@H:12]([C:16]1[CH:21]=[CH:20][CH:19]=[CH:18][CH:17]=1)[C:13](O)=[O:14])=[O:10])[C:2]1[CH:7]=[CH:6][CH:5]=[CH:4][CH:3]=1.C[N:23]1CCOCC1.ClC(OCC)=O.[OH-].[NH4+]. The yield is 0.850. (3) The reactants are O[C:2]1[C:9]([Br:10])=[C:8]([O:11][CH3:12])[CH:7]=[CH:6][C:3]=1[CH:4]=[O:5].[Si:13](Cl)([C:16]([CH3:19])([CH3:18])[CH3:17])([CH3:15])[CH3:14]. The catalyst is CN(C=O)C. The product is [Si:13]([C:2]1[C:9]([Br:10])=[C:8]([O:11][CH3:12])[CH:7]=[CH:6][C:3]=1[CH:4]=[O:5])([C:16]([CH3:19])([CH3:18])[CH3:17])([CH3:15])[CH3:14]. The yield is 0.831.